From a dataset of Retrosynthesis with 50K atom-mapped reactions and 10 reaction types from USPTO. Predict the reactants needed to synthesize the given product. (1) Given the product CN(Cc1ccc(-c2ccc(OCC#N)c(Br)c2)cc1)C(=O)c1cn(C)c2ccccc12, predict the reactants needed to synthesize it. The reactants are: CN(Cc1ccc(-c2ccc(O)c(Br)c2)cc1)C(=O)c1cn(C)c2ccccc12.N#CCBr. (2) Given the product COc1cc(C(=O)NC2CCN(CCCS(C)(=O)=O)CC2)ccc1Nc1ncc2c(n1)N(C1CCCC1)CC(F)(F)C(=O)N2C, predict the reactants needed to synthesize it. The reactants are: CN1C(=O)C(F)(F)CN(C2CCCC2)c2nc(Cl)ncc21.COc1cc(C(=O)NC2CCN(CCCS(C)(=O)=O)CC2)ccc1N.